This data is from Forward reaction prediction with 1.9M reactions from USPTO patents (1976-2016). The task is: Predict the product of the given reaction. (1) Given the reactants [CH3:1][C:2]1[C:7]([CH3:8])=[CH:6][CH:5]=[CH:4][C:3]=1B(O)O.Cl[C:13]1[N:18]=[C:17]([NH2:19])[N:16]=[C:15]([NH:20][CH2:21][CH:22]2[CH2:24][CH2:23]2)[CH:14]=1, predict the reaction product. The product is: [CH:22]1([CH2:21][NH:20][C:15]2[CH:14]=[C:13]([C:3]3[CH:4]=[CH:5][CH:6]=[C:7]([CH3:8])[C:2]=3[CH3:1])[N:18]=[C:17]([NH2:19])[N:16]=2)[CH2:24][CH2:23]1. (2) Given the reactants [C:1]([C:3]1[CH:13]=[C:7]2[C:8](N[C:11](=[O:12])[C:6]2=[CH:5][CH:4]=1)=[O:9])#[N:2].[CH3:14][O:15][C:16]1[CH:21]=[CH:20][C:19]([Mg]Br)=[CH:18][CH:17]=1.[Cl-].[NH4+], predict the reaction product. The product is: [OH:9][CH2:8][C:7]1[CH:13]=[C:3]([CH:4]=[CH:5][C:6]=1[C:11](=[O:12])[C:19]1[CH:20]=[CH:21][C:16]([O:15][CH3:14])=[CH:17][CH:18]=1)[C:1]#[N:2].